From a dataset of Forward reaction prediction with 1.9M reactions from USPTO patents (1976-2016). Predict the product of the given reaction. The product is: [CH:1]([C:4]1[C:12]2[C:7](=[CH:8][CH:9]=[C:10]([O:13][C:14]3[C:21]([C:22]([F:24])([F:23])[F:25])=[CH:20][C:17]([CH:30]4[NH:31][C:39](=[O:41])[NH:37][C:33]4=[O:36])=[CH:16][C:15]=3[C:26]([F:27])([F:28])[F:29])[CH:11]=2)[NH:6][CH:5]=1)([CH3:3])[CH3:2]. Given the reactants [CH:1]([C:4]1[C:12]2[C:7](=[CH:8][CH:9]=[C:10]([O:13][C:14]3[C:21]([C:22]([F:25])([F:24])[F:23])=[CH:20][C:17](C=O)=[CH:16][C:15]=3[C:26]([F:29])([F:28])[F:27])[CH:11]=2)[NH:6][CH:5]=1)([CH3:3])[CH3:2].[C-:30]#[N:31].[Na+].[C:33](=[O:36])([O-])[O-].[NH4+:37].[NH4+].[CH2:39]([OH:41])C, predict the reaction product.